Dataset: NCI-60 drug combinations with 297,098 pairs across 59 cell lines. Task: Regression. Given two drug SMILES strings and cell line genomic features, predict the synergy score measuring deviation from expected non-interaction effect. Drug 1: CC1OCC2C(O1)C(C(C(O2)OC3C4COC(=O)C4C(C5=CC6=C(C=C35)OCO6)C7=CC(=C(C(=C7)OC)O)OC)O)O. Drug 2: C(=O)(N)NO. Cell line: ACHN. Synergy scores: CSS=64.4, Synergy_ZIP=-7.07, Synergy_Bliss=-2.99, Synergy_Loewe=-10.4, Synergy_HSA=0.442.